From a dataset of Forward reaction prediction with 1.9M reactions from USPTO patents (1976-2016). Predict the product of the given reaction. (1) Given the reactants [N:1]([CH:4]1[CH2:9][O:8][CH2:7][CH:6]([NH:10][C:11](=[O:17])[O:12][C:13]([CH3:16])([CH3:15])[CH3:14])[CH2:5]1)=[N+]=[N-], predict the reaction product. The product is: [NH2:1][CH:4]1[CH2:9][O:8][CH2:7][CH:6]([NH:10][C:11](=[O:17])[O:12][C:13]([CH3:15])([CH3:14])[CH3:16])[CH2:5]1. (2) Given the reactants Cl[C:2]([C:4]1[C:9]([CH3:10])=[CH:8][N:7]2[N:11]=[C:12]([C:14]([O:16][CH3:17])=[O:15])[CH:13]=[C:6]2[C:5]=1[O:18][S:19]([C:22]([F:25])([F:24])[F:23])(=[O:21])=[O:20])=[O:3].[Br-].C(C[S+]1CCCC1)#N.CCN(C(C)C)C(C)C.OOS([O-])=O.[K+], predict the reaction product. The product is: [CH3:17][O:16][C:14](=[O:15])[C:2]([C:4]1[C:9]([CH3:10])=[CH:8][N:7]2[N:11]=[C:12]([C:14]([O:16][CH3:17])=[O:15])[CH:13]=[C:6]2[C:5]=1[O:18][S:19]([C:22]([F:25])([F:24])[F:23])(=[O:21])=[O:20])=[O:3]. (3) Given the reactants ClC1C=C(C=CC=1)C(OO)=[O:6].[CH2:12]([S:14][C:15]1[C:16]([C:21]2[N:33]([CH3:34])[C:24]3=[N:25][CH:26]=[C:27]([C:29]([F:32])([F:31])[F:30])[CH:28]=[C:23]3[N:22]=2)=[N:17][CH:18]=[CH:19][N:20]=1)[CH3:13].C(=O)(O)[O-].[Na+], predict the reaction product. The product is: [CH2:12]([S:14]([C:15]1[C:16]([C:21]2[N:33]([CH3:34])[C:24]3=[N:25][CH:26]=[C:27]([C:29]([F:32])([F:30])[F:31])[CH:28]=[C:23]3[N:22]=2)=[N:17][CH:18]=[CH:19][N:20]=1)=[O:6])[CH3:13]. (4) Given the reactants B(Br)(Br)Br.[CH2:5]([C:12]1[CH:13]=[C:14]([C:30]2[CH:35]=[CH:34][C:33]([CH2:36][CH2:37][C:38]#[N:39])=[CH:32][C:31]=2[CH2:40][CH:41]([CH3:43])[CH3:42])[CH:15]=[CH:16][C:17]=1[C:18]1[CH:23]=[CH:22][C:21]([O:24]C)=[C:20]([CH2:26][CH:27]([CH3:29])[CH3:28])[CH:19]=1)[C:6]1[CH:11]=[CH:10][CH:9]=[CH:8][CH:7]=1.O, predict the reaction product. The product is: [CH2:5]([C:12]1[CH:13]=[C:14]([C:30]2[CH:35]=[CH:34][C:33]([CH2:36][CH2:37][C:38]#[N:39])=[CH:32][C:31]=2[CH2:40][CH:41]([CH3:43])[CH3:42])[CH:15]=[CH:16][C:17]=1[C:18]1[CH:23]=[CH:22][C:21]([OH:24])=[C:20]([CH2:26][CH:27]([CH3:29])[CH3:28])[CH:19]=1)[C:6]1[CH:11]=[CH:10][CH:9]=[CH:8][CH:7]=1. (5) Given the reactants [CH3:1][C@H:2]1[CH2:7][O:6][CH2:5][CH2:4][N:3]1[CH2:8][C@H:9]1[CH2:14][N:13](C(OC(C)(C)C)=O)[CH2:12][CH2:11][N:10]1C(OC(C)(C)C)=O.[ClH:29], predict the reaction product. The product is: [ClH:29].[ClH:29].[ClH:29].[CH3:1][C@H:2]1[CH2:7][O:6][CH2:5][CH2:4][N:3]1[CH2:8][C@H:9]1[CH2:14][NH:13][CH2:12][CH2:11][NH:10]1. (6) Given the reactants C([Li])CCC.Br[C:7]1[CH:16]=[CH:15][C:10]2[O:11][CH2:12][CH2:13][O:14][C:9]=2[CH:8]=1.[CH3:17][Sn:18](Cl)([CH3:20])[CH3:19], predict the reaction product. The product is: [O:11]1[C:10]2[CH:15]=[CH:16][C:7]([Sn:18]([CH3:20])([CH3:19])[CH3:17])=[CH:8][C:9]=2[O:14][CH2:13][CH2:12]1. (7) Given the reactants [O:1]=[C:2]1[CH2:7][CH2:6][N:5](C(OCC[Si](C)(C)C)=O)[CH:4]([CH:17]=[CH2:18])[CH2:3]1.CCCC[N+](CCCC)(CCCC)CCCC.[F-], predict the reaction product. The product is: [CH:17]([CH:4]1[CH2:3][C:2](=[O:1])[CH2:7][CH2:6][NH:5]1)=[CH2:18].